This data is from Catalyst prediction with 721,799 reactions and 888 catalyst types from USPTO. The task is: Predict which catalyst facilitates the given reaction. (1) Reactant: FC(F)(F)C(O)=O.[N:8]1([C:13]2[CH:14]=[CH:15][C:16](/[CH:21]=[CH:22]/[C:23]([O:25]C(C)(C)C)=[O:24])=[N:17][C:18]=2[O:19][CH3:20])[CH:12]=[CH:11][N:10]=[CH:9]1. Product: [N:8]1([C:13]2[CH:14]=[CH:15][C:16](/[CH:21]=[CH:22]/[C:23]([OH:25])=[O:24])=[N:17][C:18]=2[O:19][CH3:20])[CH:12]=[CH:11][N:10]=[CH:9]1. The catalyst class is: 4. (2) Reactant: [CH3:1][S:2]([C:5]1[CH:17]=[CH:16][C:8]([CH2:9][N:10]2[CH2:15][CH2:14][NH:13][CH2:12][CH2:11]2)=[CH:7][CH:6]=1)(=[O:4])=[O:3].Br[CH2:19][CH:20]1[CH2:25][CH2:24][CH2:23][CH2:22][CH2:21]1.CCN(C(C)C)C(C)C. Product: [CH:20]1([CH2:19][N:13]2[CH2:14][CH2:15][N:10]([CH2:9][C:8]3[CH:7]=[CH:6][C:5]([S:2]([CH3:1])(=[O:3])=[O:4])=[CH:17][CH:16]=3)[CH2:11][CH2:12]2)[CH2:25][CH2:24][CH2:23][CH2:22][CH2:21]1. The catalyst class is: 1. (3) Reactant: [CH3:1][C:2]1([CH3:31])[CH2:11][CH2:10][C:9]([CH3:13])([CH3:12])[C:8]2[CH:7]=[C:6]([C:14]3([C:19]4[CH:24]=[CH:23][C:22](/[CH:25]=[CH:26]/[C:27]([O:29][CH3:30])=[O:28])=[CH:21][CH:20]=4)[O:18][CH2:17][CH2:16][O:15]3)[CH:5]=[CH:4][C:3]1=2.CCO.CCOC(C)=O.[H][H]. Product: [CH3:1][C:2]1([CH3:31])[CH2:11][CH2:10][C:9]([CH3:12])([CH3:13])[C:8]2[CH:7]=[C:6]([C:14]3([C:19]4[CH:20]=[CH:21][C:22]([CH2:25][CH2:26][C:27]([O:29][CH3:30])=[O:28])=[CH:23][CH:24]=4)[O:18][CH2:17][CH2:16][O:15]3)[CH:5]=[CH:4][C:3]1=2. The catalyst class is: 43. (4) Reactant: [C:1]([N:4]([CH3:32])[CH2:5][CH2:6][N:7]1[C:16]2[C:11](=[N:12][CH:13]=[C:14]([CH2:17][C:18]3[CH:23]=[CH:22][C:21]([F:24])=[CH:20][CH:19]=3)[CH:15]=2)[C:10]([OH:25])=[C:9]([C:26](OCC)=[O:27])[C:8]1=[O:31])(=[O:3])[CH3:2].[NH2:33][CH:34]([CH3:37])[CH2:35][OH:36]. Product: [C:1]([N:4]([CH3:32])[CH2:5][CH2:6][N:7]1[C:16]2[C:11](=[N:12][CH:13]=[C:14]([CH2:17][C:18]3[CH:23]=[CH:22][C:21]([F:24])=[CH:20][CH:19]=3)[CH:15]=2)[C:10]([OH:25])=[C:9]([C:26]([NH:33][CH:34]([CH3:37])[CH2:35][OH:36])=[O:27])[C:8]1=[O:31])(=[O:3])[CH3:2]. The catalyst class is: 14. (5) Reactant: [S:1]1[CH:5]=[CH:4][C:3]2[CH2:6][C:7]3[CH:11]=[CH:10][S:9][C:8]=3[C:2]1=2.[OH-].[K+].[I-].[Na+].[CH2:16](Br)[CH2:17][CH2:18][CH2:19][CH2:20][CH3:21]. Product: [CH2:16]([C:6]1([CH2:7][CH2:8][CH2:2][CH2:3][CH2:4][CH3:5])[C:7]2[CH:11]=[CH:10][S:9][C:8]=2[C:2]2[S:1][CH:5]=[CH:4][C:3]1=2)[CH2:17][CH2:18][CH2:19][CH2:20][CH3:21]. The catalyst class is: 58. (6) Reactant: Br[CH2:2][CH2:3][N:4]1[CH2:9][CH2:8][CH2:7][CH2:6][C:5]1=[O:10].Cl.[Cl:12][C:13]1[CH:18]=[CH:17][C:16]([NH:19]N)=[CH:15][CH:14]=1.[CH3:21][N:22]1[CH2:27][CH2:26][C:25](=O)[CH2:24][CH2:23]1. Product: [Cl:12][C:13]1[CH:18]=[CH:17][C:16]2[N:19]([CH2:2][CH2:3][N:4]3[CH2:9][CH2:8][CH2:7][CH2:6][C:5]3=[O:10])[C:25]3[CH2:26][CH2:27][N:22]([CH3:21])[CH2:23][C:24]=3[C:15]=2[CH:14]=1. The catalyst class is: 66. (7) Reactant: [CH3:1][CH2:2]/[CH:3]=[CH:4]\[CH2:5][CH2:6][CH:7]([CH2:14]S([O-])(=O)=O)[CH2:8][CH2:9]/[CH:10]=[CH:11]\[CH2:12][CH3:13].[C-]#[N:20].[Na+].O. Product: [CH2:6]([CH:7]([CH2:8][CH2:9]/[CH:10]=[CH:11]\[CH2:12][CH3:13])[C:14]#[N:20])[CH2:5]/[CH:4]=[CH:3]\[CH2:2][CH3:1]. The catalyst class is: 9.